From a dataset of Forward reaction prediction with 1.9M reactions from USPTO patents (1976-2016). Predict the product of the given reaction. Given the reactants [F:1][C:2]1[CH:3]=[C:4]([C:8](=O)[CH2:9][C:10](=O)[C:11]([F:14])([F:13])[F:12])[CH:5]=[CH:6][CH:7]=1.[NH2:17][C:18]1[C:22]([C:23]#[N:24])=[CH:21][NH:20][N:19]=1, predict the reaction product. The product is: [F:1][C:2]1[CH:3]=[C:4]([C:8]2[CH:9]=[C:10]([C:11]([F:14])([F:13])[F:12])[N:19]3[N:20]=[CH:21][C:22]([C:23]#[N:24])=[C:18]3[N:17]=2)[CH:5]=[CH:6][CH:7]=1.